This data is from Forward reaction prediction with 1.9M reactions from USPTO patents (1976-2016). The task is: Predict the product of the given reaction. Given the reactants [CH2:1]([O:19][C@H:20]1[C@H:24]([O:25][CH2:26][CH2:27][CH2:28][CH2:29][CH2:30][CH2:31][CH2:32][CH2:33]/[CH:34]=[CH:35]\[CH2:36]/[CH:37]=[CH:38]\[CH2:39][CH2:40][CH2:41][CH2:42][CH3:43])[CH2:23][N:22]([CH2:44][CH2:45][C:46](OCC)=[O:47])[CH2:21]1)[CH2:2][CH2:3][CH2:4][CH2:5][CH2:6][CH2:7][CH2:8]/[CH:9]=[CH:10]\[CH2:11]/[CH:12]=[CH:13]\[CH2:14][CH2:15][CH2:16][CH2:17][CH3:18].C1(C)C=CC=CC=1.[H-].C([Al+]CCCC)CCC.[Cl-].[NH4+], predict the reaction product. The product is: [CH2:1]([O:19][C@H:20]1[C@H:24]([O:25][CH2:26][CH2:27][CH2:28][CH2:29][CH2:30][CH2:31][CH2:32][CH2:33]/[CH:34]=[CH:35]\[CH2:36]/[CH:37]=[CH:38]\[CH2:39][CH2:40][CH2:41][CH2:42][CH3:43])[CH2:23][N:22]([CH2:44][CH2:45][CH2:46][OH:47])[CH2:21]1)[CH2:2][CH2:3][CH2:4][CH2:5][CH2:6][CH2:7][CH2:8]/[CH:9]=[CH:10]\[CH2:11]/[CH:12]=[CH:13]\[CH2:14][CH2:15][CH2:16][CH2:17][CH3:18].